Dataset: Experimentally validated miRNA-target interactions with 360,000+ pairs, plus equal number of negative samples. Task: Binary Classification. Given a miRNA mature sequence and a target amino acid sequence, predict their likelihood of interaction. (1) The miRNA is hsa-miR-3652 with sequence CGGCUGGAGGUGUGAGGA. The protein sequence of the target gene is MRCPKCLLCLSALLTLLGLKVYIEWTSESRLSKAYPSPRGTPPSPTPANPEPTLPANLSTRLGQTIPLPFAYWNQQQWRLGSLPSGDSTETGGCQAWGAAAATEIPDFASYPKDLRRFLLSAACRSFPQWLPGGGGSQVSSCSDTDVPYLLLAVKSEPGRFAERQAVRETWGSPAPGIRLLFLLGSPVGEAGPDLDSLVAWESRRYSDLLLWDFLDVPFNQTLKDLLLLAWLGRHCPTVSFVLRAQDDAFVHTPALLAHLRALPPASARSLYLGEVFTQAMPLRKPGGPFYVPESFFEGG.... Result: 0 (no interaction). (2) The miRNA is hsa-miR-6780a-5p with sequence UUGGGAGGGAAGACAGCUGGAGA. The protein sequence of the target gene is MPFPVTTQGSQQTQPPQKHYGITSPISLAAPKETDCVLTQKLIETLKPFGVFEEEEELQRRILILGKLNNLVKEWIREISESKNLPQSVIENVGGKIFTFGSYRLGVHTKGADIDALCVAPRHVDRSDFFTSFYDKLKLQEEVKDLRAVEEAFVPVIKLCFDGIEIDILFARLALQTIPEDLDLRDDSLLKNLDIRCIRSLNGCRVTDEILHLVPNIDNFRLTLRAIKLWAKRHNIYSNILGFLGGVSWAMLVARTCQLYPNAIASTLVHKFFLVFSKWEWPNPVLLKQPEECNLNLPVW.... Result: 1 (interaction). (3) The miRNA is hsa-miR-6748-3p with sequence UCCUGUCCCUGUCUCCUACAG. The protein sequence of the target gene is MFSGLTLNCVLLLLQLLLARSLENAYVFEVGKNAYLPCSYTLSTPGALVPMCWGKGFCPWSQCTNELLRTDERNVTYQKSSRYQLKGDLNKGDVSLIIKNVTLDDHGTYCCRIQFPGLMNDKKLELKLDIKAAKVTPAQTAHGDSTTASPRTLTTERNGSETQTLVTLHNNNGTKISTWADEIKDSGETIRTAIHIGVGVSAGLTLALIIGVLILKWYSCKKKKLSSLSLITLANLPPGGLANAGAVRIRSEENIYTIEENVYEVENSNEYYCYVNSQQPS. Result: 0 (no interaction). (4) The miRNA is hsa-miR-3065-5p with sequence UCAACAAAAUCACUGAUGCUGGA. The protein sequence of the target gene is MAFLGLFSLLVLQSMATGATFPEEAIADLSVNMYNRLRATGEDENILFSPLSIALAMGMMELGAQGSTQKEIRHSMGYDSLKNGEEFSFLKEFSNMVTAKESQYVMKIANSLFVQNGFHVNEEFLQMMKKYFNAAVNHVDFSQNVAVANYINKWVENNTNNLVKDLVSPRDFDAATYLALINAVYFKGNWKSQFRPENTRTFSFTKDDESEVQIPMMYQQGEFYYGEFSDGSNEAGGIYQVLEIPYEGDEISMMLVLSRQEVPLATLEPLVKAQLVEEWANSVKKQKVEVYLPRFTVEQE.... Result: 0 (no interaction). (5) The miRNA is hsa-miR-501-5p with sequence AAUCCUUUGUCCCUGGGUGAGA. The protein sequence of the target gene is MSRYGRYGGETKVYVGNLGTGAGKGELERAFSYYGPLRTVWIARNPPGFAFVEFEDPRDAEDAVRGLDGKVICGSRVRVELSTGMPRRSRFDRPPARRPFDPNDRCYECGEKGHYAYDCHRYSRRRRSRSRSRSHSRSRGRRYSRSRSRSRGRRSRSASPRRSRSISLRRSRSASLRRSRSGSIKGSRYFQSPSRSRSRSRSISRPRSSRSKSRSPSPKRSRSPSGSPRRSASPERMD. Result: 1 (interaction). (6) The miRNA is mmu-miR-7028-3p with sequence CCUUCUCUUCCCCCUCGGCCAG. The protein sequence of the target gene is MMCLECASAAAGGAEEEEADAERRRRRRGAQRGAGGSGCCGARGAGGAGVSAAGDEVQTLSGSVRRAPTGPPGTPGTPGCAATAKGPGAQQPKPASLGRGRGAAAAILSLGNVLNYLDRYTVAGVLLDIQQHFGVKDRGAGLLQSVFICSFMVAAPIFGYLGDRFNRKVILSCGIFFWSAVTFSSSFIPQQYFWLLVLSRGLVGIGEASYSTIAPTIIGDLFTKNTRTLMLSVFYFAIPLGSGLGYITGSSVKQAAGDWHWALRVSPVLGMITGTLILILVPATKRGHADQLGDQLKART.... Result: 0 (no interaction). (7) The miRNA is hsa-miR-3665 with sequence AGCAGGUGCGGGGCGGCG. The protein sequence of the target gene is MALSSAWRSVLPLWLLWSAACSRAASGDDNAFPFDIEGSSAVGRQDPPETSEPRVALGRLPPAAEKCNAGFFHTLSGECVPCDCNGNSNECLDGSGYCVHCQRNTTGEHCEKCLDGYIGDSIRGAPQFCQPCPCPLPHLANFAESCYRKNGAVRCICNENYAGPNCERCAPGYYGNPLLIGSTCKKCDCSGNSDPNLIFEDCDEVTGQCRNCLRNTTGFKCERCAPGYYGDARIAKNCAVCNCGGGPCDSVTGECLEEGFEPPTGMDCPTISCDKCVWDLTDALRLAALSIEEGKSGVLS.... Result: 1 (interaction). (8) The miRNA is mmu-miR-329-3p with sequence AACACACCCAGCUAACCUUUUU. The protein sequence of the target gene is MAAPEEQDLTQEQTEKLLQFQDLTGIESMEQCRLALEQHNWNMEAAVQDRLNEQEGVPSVFNPPPARPLQVNTADHRIYSYVVSRPQPRGLLGWGYYLIMLPFRFTYYTILDIFRFALRFIRPDPRSRVTDPVGDIVSFMHSFEEKYGRAHPVFYQGTYSQALNDAKRELRFLLVYLHGDDHQDSDEFCRNALCAPEVISLINSRMLFWACSTNKPEGYRVSQALRENTYPFLAMIMLKDRRMTVVGRLEGLIQPDDLINQLTFIMDANQTYLVSERLEREERNQTQVLRQQQDEAYLAS.... Result: 1 (interaction). (9) The miRNA is hsa-miR-4492 with sequence GGGGCUGGGCGCGCGCC. The protein sequence of the target gene is METPSQRRATRSGAQASSTPLSPTRITRLQEKEDLQELNDRLAVYIDRVRSLETENAGLRLRITESEEVVSREVSGIKAAYEAELGDARKTLDSVAKERARLQLELSKVREEFKELKARNTKKEGDLIAAQARLKDLEALLNSKEAALSTALSEKRTLEGELHDLRGQVAKLEAALGEAKKQLQDEMLRRVDAENRLQTMKEELDFQKNIYSEELRETKRRHETRLVEIDNGKQREFESRLADALQELRAQHEDQVEQYKKELEKTYSAKLDNARQSAERNSNLVGAAHEELQQSRIRID.... Result: 0 (no interaction). (10) The miRNA is rno-miR-151-5p with sequence UCGAGGAGCUCACAGUCUAGU. The protein sequence of the target gene is MKLPIFIADAFTATAFRGNPAAVCLLERTLDEDAHQDIAREMNLSETAFVRKLQPTDDFTQSSRFGLRWFTPEAEFPLCGHATLASAAVLFQKRKNTNSTLTFVTMSGELKARREEDGIVLDFPVYPTFPQDFHEVEDLIKAAIGDTLVQDIRYSPDTKNLLVRLSDSYDRSFLESLKVNTEPLPAIEKTGKVRGLILTVKGEPGGQTALYDFYSRCFAPWVGVAEDPVTGSTHTLLGPYWSEELGKKEMRAFQCSRRGGELDINLRPDGRVDIKGGAVIVLEGTLTA. Result: 0 (no interaction).